This data is from Reaction yield outcomes from USPTO patents with 853,638 reactions. The task is: Predict the reaction yield, written as a fraction of the theoretical maximum amount of product (1.0 means a 100% yield; for example, 0.34 means a 34% yield). (1) The reactants are [Cl:1][C:2]1[NH:3][C:4]([C:13]2[CH:18]=[CH:17][CH:16]=[CH:15][CH:14]=2)=[C:5]([F:12])[C:6]=1[C:7]([O:9][CH2:10][CH3:11])=[O:8].[H-].[Na+].C1OCCOCCOCCOCCOC1.[C:36]1([S:42](Cl)(=[O:44])=[O:43])[CH:41]=[CH:40][CH:39]=[CH:38][CH:37]=1. The catalyst is O1CCCC1.[Cl-].[Na+].O. The product is [Cl:1][C:2]1[N:3]([S:42]([C:36]2[CH:41]=[CH:40][CH:39]=[CH:38][CH:37]=2)(=[O:44])=[O:43])[C:4]([C:13]2[CH:18]=[CH:17][CH:16]=[CH:15][CH:14]=2)=[C:5]([F:12])[C:6]=1[C:7]([O:9][CH2:10][CH3:11])=[O:8]. The yield is 0.520. (2) The yield is 0.520. The reactants are [OH:1][C:2]([C:36]1[S:37][CH:38]=[CH:39][CH:40]=1)([C:31]1[S:32][CH:33]=[CH:34][CH:35]=1)[C:3]([O:5][C@H:6]1[CH2:11][CH2:10][C@H:9]([N:12]([CH2:14][CH2:15][C:16]([NH:18][C:19]2[CH:24]=[C:23]([O:25][CH3:26])[C:22]([CH2:27][CH:28]=O)=[CH:21][C:20]=2[Cl:30])=[O:17])[CH3:13])[CH2:8][CH2:7]1)=[O:4].C([O-])(=O)C.[Si:45]([O:52][C@H:53]([C:56]1[CH:65]=[CH:64][C:63]([OH:66])=[C:62]2[C:57]=1[CH:58]=[CH:59][C:60](=[O:67])[NH:61]2)[CH2:54][NH3+:55])([C:48]([CH3:51])([CH3:50])[CH3:49])([CH3:47])[CH3:46].C(NCCNC(C)C)(C)C.C(O[BH-](OC(=O)C)OC(=O)C)(=O)C.[Na+].C(=O)(O)[O-]. The catalyst is CO. The product is [OH:1][C:2]([C:31]1[S:32][CH:33]=[CH:34][CH:35]=1)([C:36]1[S:37][CH:38]=[CH:39][CH:40]=1)[C:3]([O:5][C@H:6]1[CH2:7][CH2:8][C@H:9]([N:12]([CH2:14][CH2:15][C:16]([NH:18][C:19]2[CH:24]=[C:23]([O:25][CH3:26])[C:22]([CH2:27][CH2:28][NH:55][CH2:54][C@H:53]([O:52][Si:45]([C:48]([CH3:51])([CH3:50])[CH3:49])([CH3:46])[CH3:47])[C:56]3[CH:65]=[CH:64][C:63]([OH:66])=[C:62]4[C:57]=3[CH:58]=[CH:59][C:60](=[O:67])[NH:61]4)=[CH:21][C:20]=2[Cl:30])=[O:17])[CH3:13])[CH2:10][CH2:11]1)=[O:4]. (3) The reactants are Cl.[O:2]1[C:6]2[CH:7]=[CH:8][CH:9]=[C:10]([CH:11]3[CH2:16][CH2:15][N:14]([CH2:17][CH2:18][C@H:19]4[CH2:24][CH2:23][C@H:22]([NH2:25])[CH2:21][CH2:20]4)[CH2:13][CH2:12]3)[C:5]=2[O:4][CH2:3]1.C(N(CC)CC)C.[F:33][C:34]([F:45])([F:44])[C:35](O[C:35](=[O:36])[C:34]([F:45])([F:44])[F:33])=[O:36]. The catalyst is ClCCl. The product is [O:2]1[C:6]2[CH:7]=[CH:8][CH:9]=[C:10]([CH:11]3[CH2:16][CH2:15][N:14]([CH2:17][CH2:18][C@H:19]4[CH2:20][CH2:21][C@H:22]([NH:25][C:35](=[O:36])[C:34]([F:45])([F:44])[F:33])[CH2:23][CH2:24]4)[CH2:13][CH2:12]3)[C:5]=2[O:4][CH2:3]1. The yield is 0.619. (4) The reactants are [CH2:1]([O:8][C:9]1[CH:10]=[C:11]([CH:15]2[CH2:19][NH:18][C:17](=[O:20])[CH2:16]2)[CH:12]=[CH:13][CH:14]=1)[C:2]1[CH:7]=[CH:6][CH:5]=[CH:4][CH:3]=1.Br[C:22]1[CH:23]=[C:24]([CH:27]=[CH:28][CH:29]=1)[C:25]#[N:26].P([O-])([O-])([O-])=O.[K+].[K+].[K+].[C@@H]1(N)CCCC[C@H]1N. The catalyst is CN(C=O)C.O1CCOCC1.[Cu]I.CCOC(C)=O. The product is [CH2:1]([O:8][C:9]1[CH:10]=[C:11]([CH:15]2[CH2:19][N:18]([C:22]3[CH:23]=[C:24]([CH:27]=[CH:28][CH:29]=3)[C:25]#[N:26])[C:17](=[O:20])[CH2:16]2)[CH:12]=[CH:13][CH:14]=1)[C:2]1[CH:3]=[CH:4][CH:5]=[CH:6][CH:7]=1. The yield is 0.550. (5) The reactants are C([C:4]1[C:13](=[O:14])[C:12]2[C:7](=[CH:8][CH:9]=[C:10]([C:15]([O:17][CH2:18][CH3:19])=[O:16])[CH:11]=2)[N:6]([CH3:20])[CH:5]=1)(=O)C.ClC1C=CC=C(C(OO)=[O:29])C=1. The catalyst is ClCCl. The product is [OH:29][C:4]1[C:13](=[O:14])[C:12]2[C:7](=[CH:8][CH:9]=[C:10]([C:15]([O:17][CH2:18][CH3:19])=[O:16])[CH:11]=2)[N:6]([CH3:20])[CH:5]=1. The yield is 0.615. (6) The reactants are [CH3:1][O:2][C:3]1[CH:8]=[C:7]([N+:9]([O-])=O)[CH:6]=[CH:5][C:4]=1[NH:12][C:13]([NH:15][C:16]1[S:17][C:18]([C:21]([F:24])([F:23])[F:22])=[N:19][N:20]=1)=[O:14]. The catalyst is CCOC(C)=O.CCO.CCO.[Pd].CCOC(C)=O. The product is [NH2:9][C:7]1[CH:6]=[CH:5][C:4]([NH:12][C:13]([NH:15][C:16]2[S:17][C:18]([C:21]([F:24])([F:23])[F:22])=[N:19][N:20]=2)=[O:14])=[C:3]([O:2][CH3:1])[CH:8]=1. The yield is 0.260. (7) The reactants are [C:1]([O:5][C:6](=[O:33])[NH:7][CH2:8][CH2:9][NH:10][CH:11]([C:15]1[N:16]([CH2:26][C:27]2[CH:32]=[CH:31][CH:30]=[CH:29][CH:28]=2)[C:17](=[O:25])[C:18]2[C:23]([CH3:24])=[N:22][S:21][C:19]=2[N:20]=1)[CH:12]([CH3:14])[CH3:13])([CH3:4])([CH3:3])[CH3:2].CCN(C(C)C)C(C)C.[C:43]1([CH3:52])[CH:48]=[CH:47][C:46]([C:49](Cl)=[O:50])=[CH:45][CH:44]=1.C([O-])(O)=O.[Na+]. The catalyst is C(Cl)(Cl)Cl. The product is [C:1]([O:5][C:6](=[O:33])[NH:7][CH2:8][CH2:9][N:10]([CH:11]([C:15]1[N:16]([CH2:26][C:27]2[CH:32]=[CH:31][CH:30]=[CH:29][CH:28]=2)[C:17](=[O:25])[C:18]2[C:23]([CH3:24])=[N:22][S:21][C:19]=2[N:20]=1)[CH:12]([CH3:13])[CH3:14])[C:49](=[O:50])[C:46]1[CH:47]=[CH:48][C:43]([CH3:52])=[CH:44][CH:45]=1)([CH3:3])([CH3:4])[CH3:2]. The yield is 0.690. (8) The reactants are [O:1]1[C:5]2[CH:6]=[CH:7][C:8]([C:10]3([C:13]([OH:15])=O)[CH2:12][CH2:11]3)=[CH:9][C:4]=2[O:3][CH2:2]1.CN(C(ON1N=NC2C=CC=CC1=2)=[N+](C)C)C.F[P-](F)(F)(F)(F)F.CCN(CC)CC.[NH2:47][C:48]1[CH:49]=[C:50]2[C:54](=[CH:55][CH:56]=1)[NH:53][C:52]([CH:57]([CH3:60])[CH2:58][OH:59])=[CH:51]2. The catalyst is C(#N)C. The product is [O:1]1[C:5]2[CH:6]=[CH:7][C:8]([C:10]3([C:13]([NH:47][C:48]4[CH:49]=[C:50]5[C:54](=[CH:55][CH:56]=4)[NH:53][C:52]([CH:57]([CH3:60])[CH2:58][OH:59])=[CH:51]5)=[O:15])[CH2:11][CH2:12]3)=[CH:9][C:4]=2[O:3][CH2:2]1. The yield is 0.510.